From a dataset of Full USPTO retrosynthesis dataset with 1.9M reactions from patents (1976-2016). Predict the reactants needed to synthesize the given product. (1) Given the product [Br:8][C:9]1[CH:10]=[CH:11][C:12]2[O:16][C:15]([NH:17][C@H:18]([C:35]([O:37][C:38]([CH3:40])([CH3:39])[CH3:41])=[O:36])[CH2:19][NH:20][C:21](=[O:34])[C:22]3[CH:23]=[CH:24][C:25]([CH2:28][CH2:29][C:30](=[O:31])[NH:7][C:2]4[NH:3][CH2:4][CH2:5][CH2:6][N:1]=4)=[CH:26][CH:27]=3)=[N:14][C:13]=2[CH:42]=1, predict the reactants needed to synthesize it. The reactants are: [NH:1]1[CH2:6][CH2:5][CH2:4][N:3]=[C:2]1[NH2:7].[Br:8][C:9]1[CH:10]=[CH:11][C:12]2[O:16][C:15]([NH:17][C@H:18]([C:35]([O:37][C:38]([CH3:41])([CH3:40])[CH3:39])=[O:36])[CH2:19][NH:20][C:21](=[O:34])[C:22]3[CH:27]=[CH:26][C:25]([CH2:28][CH2:29][C:30](OC)=[O:31])=[CH:24][CH:23]=3)=[N:14][C:13]=2[CH:42]=1. (2) Given the product [F:1][C:2]1[CH:7]=[C:6]([F:8])[CH:5]=[CH:4][C:3]=1[C:9]1[CH:14]=[CH:13][CH:12]=[C:11]([N:15]2[CH2:20][CH2:19][C:18]([CH2:27][C:28]([O:30][CH3:36])=[O:29])([C:21]3[CH:26]=[CH:25][CH:24]=[CH:23][CH:22]=3)[O:17][C:16]2=[O:31])[CH:10]=1, predict the reactants needed to synthesize it. The reactants are: [F:1][C:2]1[CH:7]=[C:6]([F:8])[CH:5]=[CH:4][C:3]=1[C:9]1[CH:14]=[CH:13][CH:12]=[C:11]([N:15]2[CH2:20][CH2:19][C:18]([CH2:27][C:28]([OH:30])=[O:29])([C:21]3[CH:26]=[CH:25][CH:24]=[CH:23][CH:22]=3)[O:17][C:16]2=[O:31])[CH:10]=1.S(Cl)(Cl)=O.[CH3:36]O.